From a dataset of Peptide-MHC class I binding affinity with 185,985 pairs from IEDB/IMGT. Regression. Given a peptide amino acid sequence and an MHC pseudo amino acid sequence, predict their binding affinity value. This is MHC class I binding data. (1) The peptide sequence is TLHFKQYEF. The MHC is HLA-B08:01 with pseudo-sequence HLA-B08:01. The binding affinity (normalized) is 0.439. (2) The peptide sequence is KEFGATVEL. The MHC is Patr-B2401 with pseudo-sequence Patr-B2401. The binding affinity (normalized) is 0. (3) The peptide sequence is ALYEENALK. The MHC is HLA-A68:02 with pseudo-sequence HLA-A68:02. The binding affinity (normalized) is 0.0847. (4) The peptide sequence is GAEALGPFQ. The MHC is H-2-Db with pseudo-sequence H-2-Db. The binding affinity (normalized) is 0. (5) The MHC is HLA-A29:02 with pseudo-sequence HLA-A29:02. The binding affinity (normalized) is 0.134. The peptide sequence is VPDIPELSY. (6) The peptide sequence is KMKDPKMYH. The MHC is HLA-B15:17 with pseudo-sequence HLA-B15:17. The binding affinity (normalized) is 0.0847. (7) The MHC is HLA-A24:02 with pseudo-sequence HLA-A24:02. The binding affinity (normalized) is 0. The peptide sequence is EKEFLRYLL. (8) The MHC is HLA-B54:01 with pseudo-sequence HLA-B54:01. The peptide sequence is QPGGSLRL. The binding affinity (normalized) is 0. (9) The peptide sequence is SLTIPSFYT. The MHC is HLA-B51:01 with pseudo-sequence HLA-B51:01. The binding affinity (normalized) is 0.0847. (10) The peptide sequence is RVLTARKTV. The MHC is HLA-B18:01 with pseudo-sequence HLA-B18:01. The binding affinity (normalized) is 0.0847.